Task: Predict the product of the given reaction.. Dataset: Forward reaction prediction with 1.9M reactions from USPTO patents (1976-2016) (1) Given the reactants [NH2:1][C:2]1[N:7]=[C:6]([CH3:8])[CH:5]=[CH:4][N:3]=1.C1C(=O)N([Br:16])C(=O)C1, predict the reaction product. The product is: [Br:16][C:5]1[C:6]([CH3:8])=[N:7][C:2]([NH2:1])=[N:3][CH:4]=1. (2) Given the reactants C([NH:8][C@@H:9]([C:13]([N:15]1[CH2:20][CH2:19][CH:18]([CH:21]2[CH2:26][CH2:25][N:24]([CH3:27])[CH2:23][CH2:22]2)[CH2:17][CH2:16]1)=[O:14])[CH:10]([CH3:12])[CH3:11])(OC(C)(C)C)=O.[ClH:28], predict the reaction product. The product is: [ClH:28].[ClH:28].[NH2:8][C@@H:9]([C:13]([N:15]1[CH2:20][CH2:19][CH:18]([CH:21]2[CH2:22][CH2:23][N:24]([CH3:27])[CH2:25][CH2:26]2)[CH2:17][CH2:16]1)=[O:14])[CH:10]([CH3:11])[CH3:12]. (3) Given the reactants [NH2:1][C:2]1[CH:3]=[CH:4][C:5]([Cl:8])=[N:6][CH:7]=1.[I:9]I, predict the reaction product. The product is: [Cl:8][C:5]1[N:6]=[C:7]([I:9])[C:2]([NH2:1])=[CH:3][CH:4]=1. (4) Given the reactants [C:1]([O:5][C:6]([C@H:8]1[C@H:12]([C:13]2[CH:18]=[CH:17][CH:16]=[C:15]([Cl:19])[C:14]=2[F:20])[C@:11]([C:23]2[CH:28]=[CH:27][C:26]([Cl:29])=[CH:25][C:24]=2[F:30])([C:21]#[N:22])[C@@H:10]([CH3:31])[NH:9]1)=[O:7])([CH3:4])([CH3:3])[CH3:2].[Cl:32][C:33]1[CH:40]=[CH:39][CH:38]=[CH:37][C:34]=1[CH2:35]Br.C(=O)([O-])[O-].[Cs+].[Cs+], predict the reaction product. The product is: [C:1]([O:5][C:6]([CH:8]1[CH:12]([C:13]2[CH:18]=[CH:17][CH:16]=[C:15]([Cl:19])[C:14]=2[F:20])[C:11]([C:23]2[CH:28]=[CH:27][C:26]([Cl:29])=[CH:25][C:24]=2[F:30])([C:21]#[N:22])[CH:10]([CH3:31])[N:9]1[CH2:35][C:34]1[CH:37]=[CH:38][CH:39]=[CH:40][C:33]=1[Cl:32])=[O:7])([CH3:4])([CH3:2])[CH3:3]. (5) Given the reactants [C:1]1([C:7](=[N:14][CH2:15][C:16]([NH:18][CH2:19][CH2:20][CH2:21][CH2:22][C:23]2[CH:28]=[CH:27][CH:26]=[CH:25][CH:24]=2)=[O:17])[C:8]2[CH:13]=[CH:12][CH:11]=[CH:10][CH:9]=2)[CH:6]=[CH:5][CH:4]=[CH:3][CH:2]=1.C[Si]([N-][Si](C)(C)C)(C)C.[K+].[C:39]1([S:45]([N:48]2[C:56]3[C:51](=[C:52]([CH2:60]Br)[CH:53]=[C:54]([Cl:59])[C:55]=3[O:57][CH3:58])[CH:50]=[N:49]2)(=[O:47])=[O:46])[CH:44]=[CH:43][CH:42]=[CH:41][CH:40]=1.[NH4+].[Cl-], predict the reaction product. The product is: [C:39]1([S:45]([N:48]2[C:56]3[C:51](=[C:52]([CH2:60][CH:15]([N:14]=[C:7]([C:8]4[CH:13]=[CH:12][CH:11]=[CH:10][CH:9]=4)[C:1]4[CH:2]=[CH:3][CH:4]=[CH:5][CH:6]=4)[C:16]([NH:18][CH2:19][CH2:20][CH2:21][CH2:22][C:23]4[CH:28]=[CH:27][CH:26]=[CH:25][CH:24]=4)=[O:17])[CH:53]=[C:54]([Cl:59])[C:55]=3[O:57][CH3:58])[CH:50]=[N:49]2)(=[O:47])=[O:46])[CH:40]=[CH:41][CH:42]=[CH:43][CH:44]=1. (6) Given the reactants [O:1]1[C:5]2([CH2:10][CH2:9][N:8]([C:11]#[N:12])[CH2:7][CH2:6]2)OCC1.[OH:13][NH:14][C:15](=N)[CH:16]([CH3:18])[CH3:17], predict the reaction product. The product is: [CH:16]([C:15]1[N:12]=[C:11]([N:8]2[CH2:7][CH2:6][C:5](=[O:1])[CH2:10][CH2:9]2)[O:13][N:14]=1)([CH3:18])[CH3:17]. (7) Given the reactants [N:1]1[C:5]2[CH:6]=[CH:7][C:8]([C:10](=[O:12])[CH3:11])=[CH:9][C:4]=2[NH:3][CH:2]=1.C([O-])([O-])=O.[Cs+].[Cs+].I[CH2:20][CH2:21][CH3:22], predict the reaction product. The product is: [CH2:20]([N:3]1[C:4]2[CH:9]=[C:8]([C:10](=[O:12])[CH3:11])[CH:7]=[CH:6][C:5]=2[N:1]=[CH:2]1)[CH2:21][CH3:22]. (8) Given the reactants [S:1]1[C:5]2[CH:6]=[CH:7][CH:8]=[CH:9][C:4]=2[N:3]=[C:2]1[C:10]([C:25]#[N:26])=[C:11]([O:17]C(C1OC=CC=1)=O)[C:12]1[O:13][CH:14]=[CH:15][CH:16]=1.[OH-].[K+].O.Cl, predict the reaction product. The product is: [S:1]1[C:5]2[CH:6]=[CH:7][CH:8]=[CH:9][C:4]=2[N:3]=[C:2]1[C:10](=[C:11]([C:12]1[O:13][CH:14]=[CH:15][CH:16]=1)[OH:17])[C:25]#[N:26]. (9) Given the reactants O[C:2]1[CH:17]=[C:16]([OH:18])[CH:15]=[CH:14][C:3]=1[C:4]([C:6]1[CH:11]=[CH:10][C:9]([OH:12])=[CH:8][C:7]=1[OH:13])=O.C([O-])(=O)C.[Na+].C(O)(=O)C(O)=O.[CH2:30]([NH:33][NH2:34])[CH2:31][CH3:32], predict the reaction product. The product is: [OH:18][C:16]1[CH:17]=[C:2]2[C:3]([C:4]([C:6]3[CH:11]=[CH:10][C:9]([OH:12])=[CH:8][C:7]=3[OH:13])=[N:34][N:33]2[CH2:30][CH2:31][CH3:32])=[CH:14][CH:15]=1.